Task: Predict the reaction yield, written as a fraction of the theoretical maximum amount of product (1.0 means a 100% yield; for example, 0.34 means a 34% yield).. Dataset: Reaction yield outcomes from USPTO patents with 853,638 reactions (1) The yield is 0.670. The catalyst is C1COCC1. The product is [O:21]=[C:20]([C:22]1[CH:27]=[CH:26][C:25]([CH3:28])=[CH:24][CH:23]=1)[CH2:19][N:6]1[C:5]2[CH:7]=[CH:8][CH:9]=[CH:10][C:4]=2[S:3][C:2]1=[O:1]. The reactants are [OH:1][C:2]1[S:3][C:4]2[CH:10]=[CH:9][CH:8]=[CH:7][C:5]=2[N:6]=1.CCN(CC)CC.Br[CH2:19][C:20]([C:22]1[CH:27]=[CH:26][C:25]([CH3:28])=[CH:24][CH:23]=1)=[O:21]. (2) The reactants are [Br:1][C:2]1[C:3]([CH3:12])=[N:4][CH:5]=[C:6]([C:10]=1[OH:11])[C:7]([OH:9])=O.Cl.C(N=C=NCCCN(C)C)C.ON1C2C=CC=CC=2N=N1.[F:35][C:36]1[CH:43]=[CH:42][C:39]([CH2:40][NH2:41])=[CH:38][CH:37]=1. The catalyst is CN(C)C=O.O. The product is [Br:1][C:2]1[C:3]([CH3:12])=[N:4][CH:5]=[C:6]([C:10]=1[OH:11])[C:7]([NH:41][CH2:40][C:39]1[CH:42]=[CH:43][C:36]([F:35])=[CH:37][CH:38]=1)=[O:9]. The yield is 0.770. (3) The reactants are C(N(C(C)C)C(C)C)C.[CH3:10][C:11]([CH3:43])([CH2:15][O:16][C:17]1[CH:22]=[CH:21][C:20]([C:23]2[CH:32]=[C:31]3[C:26]([C:27]([C:34](=[O:42])[NH:35][C:36]4[CH:41]=[CH:40][CH:39]=[CH:38][CH:37]=4)=[CH:28][C:29]([CH3:33])=[N:30]3)=[CH:25][CH:24]=2)=[CH:19][N:18]=1)[C:12](O)=[O:13].Br.[N:45]1[NH:46][N:47]=[N:48][C:49]=1[CH2:50][NH2:51].F[P-](F)(F)(F)(F)F.N1(O[P+](N2CCCC2)(N2CCCC2)N2CCCC2)C2C=CC=CC=2N=N1. The catalyst is CN(C)C=O. The product is [N:45]1[NH:46][N:47]=[N:48][C:49]=1[CH2:50][NH:51][C:12](=[O:13])[C:11]([CH3:10])([CH3:43])[CH2:15][O:16][C:17]1[N:18]=[CH:19][C:20]([C:23]2[CH:32]=[C:31]3[C:26]([C:27]([C:34]([NH:35][C:36]4[CH:37]=[CH:38][CH:39]=[CH:40][CH:41]=4)=[O:42])=[CH:28][C:29]([CH3:33])=[N:30]3)=[CH:25][CH:24]=2)=[CH:21][CH:22]=1. The yield is 0.650. (4) The catalyst is C(O)C. The product is [NH2:2][C:1]1[NH:20][N:19]=[C:4]2[C:5]([CH3:16])([CH3:15])[N:6]([C:8]([O:10][C:11]([CH3:14])([CH3:13])[CH3:12])=[O:9])[CH2:7][C:3]=12. The yield is 0.880. The reactants are [C:1]([C:3]1[CH2:7][N:6]([C:8]([O:10][C:11]([CH3:14])([CH3:13])[CH3:12])=[O:9])[C:5]([CH3:16])([CH3:15])[C:4]=1O)#[N:2].O.[NH2:19][NH2:20].CC(O)=O. (5) The reactants are [Cl:1][C:2]1[C:3](F)=[N:4][C:5]([F:21])=[C:6]([Cl:20])[C:7]=1[O:8][C:9]1[CH:14]=[CH:13][C:12]([O:15][CH3:16])=[C:11]([CH:17]([CH3:19])[CH3:18])[CH:10]=1.Cl.[CH3:24][O:25][C:26](=[O:29])[CH2:27][NH2:28].C(=O)([O-])[O-].[K+].[K+]. The catalyst is CN(C=O)C.[Cl-].[Na+].O. The product is [Cl:20][C:6]1[C:5]([F:21])=[N:4][C:3]([NH:28][CH2:27][C:26]([O:25][CH3:24])=[O:29])=[C:2]([Cl:1])[C:7]=1[O:8][C:9]1[CH:14]=[CH:13][C:12]([O:15][CH3:16])=[C:11]([CH:17]([CH3:19])[CH3:18])[CH:10]=1. The yield is 0.620. (6) The reactants are [CH2:1]([N:8]1[C:14](=O)[CH:13]2[NH:16][CH:10]([CH2:11][CH2:12]2)[C:9]1=O)[C:2]1[CH:7]=[CH:6][CH:5]=[CH:4][CH:3]=1.[H-].[H-].[H-].[H-].[Li+].[Al+3]. The catalyst is CCOCC. The product is [CH2:1]([N:8]1[CH2:14][CH:13]2[NH:16][CH:10]([CH2:11][CH2:12]2)[CH2:9]1)[C:2]1[CH:3]=[CH:4][CH:5]=[CH:6][CH:7]=1. The yield is 0.520. (7) The reactants are FC(F)(F)S(O[C:7]1[CH:12]=[CH:11][C:10]([C:13]2[N:18]=[CH:17][N:16]=[C:15]([NH:19][C@H:20]([C:28]([O:30][CH3:31])=[O:29])[CH2:21][C:22]3[CH:27]=[CH:26][CH:25]=[CH:24][CH:23]=3)[CH:14]=2)=[CH:9][CH:8]=1)(=O)=O.CN(C)C.[C:38]1([C:44]#[CH:45])[CH:43]=[CH:42][CH:41]=[CH:40][CH:39]=1. The catalyst is CN(C)C=O.C1C=CC([P]([Pd]([P](C2C=CC=CC=2)(C2C=CC=CC=2)C2C=CC=CC=2)([P](C2C=CC=CC=2)(C2C=CC=CC=2)C2C=CC=CC=2)[P](C2C=CC=CC=2)(C2C=CC=CC=2)C2C=CC=CC=2)(C2C=CC=CC=2)C2C=CC=CC=2)=CC=1. The product is [C:38]1([C:44]#[C:45][C:7]2[CH:8]=[CH:9][C:10]([C:13]3[N:18]=[CH:17][N:16]=[C:15]([NH:19][C@H:20]([C:28]([O:30][CH3:31])=[O:29])[CH2:21][C:22]4[CH:27]=[CH:26][CH:25]=[CH:24][CH:23]=4)[CH:14]=3)=[CH:11][CH:12]=2)[CH:43]=[CH:42][CH:41]=[CH:40][CH:39]=1. The yield is 0.850.